Predict which catalyst facilitates the given reaction. From a dataset of Catalyst prediction with 721,799 reactions and 888 catalyst types from USPTO. (1) Reactant: OCCN(CCO)[C:5]([C:7]1[N:16]2[C:10]([CH2:11][N:12]([C:21]([C:23]3[CH:28]=[CH:27][C:26]([C:29]4[CH:34]=[CH:33][CH:32]=[CH:31][C:30]=4[C:35]([F:38])([F:37])[F:36])=[C:25]([CH3:39])[CH:24]=3)=[O:22])[C:13]3[CH:20]=[CH:19][CH:18]=[CH:17][C:14]=3[CH2:15]2)=[CH:9][CH:8]=1)=[O:6].[NH2:43][C:44]([CH2:49][OH:50])([CH2:47][OH:48])[CH2:45][OH:46].ON1C2C=CC=CC=2N=N1.Cl.CN(C)CCCN=C=NCC.C(N(CC)C(C)C)(C)C. Product: [OH:46][CH2:45][C:44]([NH:43][C:5]([C:7]1[N:16]2[C:10]([CH2:11][N:12]([C:21]([C:23]3[CH:28]=[CH:27][C:26]([C:29]4[CH:34]=[CH:33][CH:32]=[CH:31][C:30]=4[C:35]([F:38])([F:36])[F:37])=[C:25]([CH3:39])[CH:24]=3)=[O:22])[C:13]3[CH:20]=[CH:19][CH:18]=[CH:17][C:14]=3[CH2:15]2)=[CH:9][CH:8]=1)=[O:6])([CH2:49][OH:50])[CH2:47][OH:48]. The catalyst class is: 42. (2) Reactant: [CH3:1][NH2:2].[C:3]([N:6]1[C:14]2[C:9](=[CH:10][C:11]([Br:19])=[C:12]([S:15](Cl)(=[O:17])=[O:16])[CH:13]=2)[C:8]([CH3:21])([CH3:20])[CH2:7]1)(=[O:5])[CH3:4]. Product: [CH3:1][NH:2][S:15]([C:12]1[CH:13]=[C:14]2[C:9]([C:8]([CH3:21])([CH3:20])[CH2:7][N:6]2[C:3](=[O:5])[CH3:4])=[CH:10][C:11]=1[Br:19])(=[O:17])=[O:16]. The catalyst class is: 1. (3) Reactant: [C:1]([N:4]1[CH2:9][CH2:8][O:7][CH2:6][CH2:5]1)(=O)[CH3:2].[Li+].CC([N-]C(C)C)C.[N:18]1[CH:23]=[CH:22][C:21]([C:24]2[CH:32]=[CH:31][CH:30]=[C:29]3[C:25]=2[CH2:26][CH2:27][C:28]3=O)=[CH:20][CH:19]=1.[AlH3].N(CC)(C)C. Product: [N:18]1[CH:23]=[CH:22][C:21]([C:24]2[CH:32]=[CH:31][CH:30]=[C:29]3[C:25]=2[CH2:26][CH:27]=[C:28]3[CH2:2][CH2:1][N:4]2[CH2:9][CH2:8][O:7][CH2:6][CH2:5]2)=[CH:20][CH:19]=1. The catalyst class is: 249. (4) Reactant: C([O:8][C:9]1[C:19]([F:20])=[C:18]([F:21])[CH:17]=[CH:16][C:10]=1[O:11][CH2:12][CH:13]1[CH2:15][O:14]1)C1C=CC=CC=1.[OH-].[K+].Cl. Product: [F:21][C:18]1[CH:17]=[CH:16][C:10]2[O:11][CH2:12][CH:13]([CH2:15][OH:14])[O:8][C:9]=2[C:19]=1[F:20]. The catalyst class is: 50. (5) Reactant: Br[C:2]1[C:3](=[O:9])[NH:4][NH:5][C:6](=[O:8])[CH:7]=1.[F:10][C:11]1[CH:19]=[CH:18][CH:17]=[C:16]2[C:12]=1[CH:13]=[C:14](B(O)O)[NH:15]2.[O-]P([O-])([O-])=O.[K+].[K+].[K+]. The catalyst class is: 710. Product: [F:10][C:11]1[CH:19]=[CH:18][CH:17]=[C:16]2[C:12]=1[CH:13]=[C:14]([C:2]1[C:3](=[O:9])[NH:4][NH:5][C:6](=[O:8])[CH:7]=1)[NH:15]2. (6) The catalyst class is: 3. Reactant: [Br:1][C:2]1[CH:9]=[CH:8][C:7]([Br:10])=[CH:6][C:3]=1[CH:4]=O.[NH2:11][C:12]1[CH:17]=[CH:16][CH:15]=[CH:14][C:13]=1[SH:18].II. Product: [Br:1][C:2]1[CH:9]=[CH:8][C:7]([Br:10])=[CH:6][C:3]=1[C:4]1[S:18][C:13]2[CH:14]=[CH:15][CH:16]=[CH:17][C:12]=2[N:11]=1. (7) Reactant: C([Li])CCC.Br[C:7]1[CH:12]=[CH:11][C:10]([S:13]([N:16]2[CH2:21][CH2:20][N:19]([CH3:22])[CH2:18][CH2:17]2)(=[O:15])=[O:14])=[CH:9][CH:8]=1.B(OCCCC)(OCCCC)OCCCC.Cl.C(=O)([O-])[O-].[Na+].[Na+].Br[C:47]1[CH:48]=[C:49]2[C:55]([C:56]([O:58][CH3:59])=[O:57])=[CH:54][NH:53][C:50]2=[N:51][CH:52]=1. Product: [CH3:22][N:19]1[CH2:20][CH2:21][N:16]([S:13]([C:10]2[CH:11]=[CH:12][C:7]([C:47]3[CH:48]=[C:49]4[C:55]([C:56]([O:58][CH3:59])=[O:57])=[CH:54][NH:53][C:50]4=[N:51][CH:52]=3)=[CH:8][CH:9]=2)(=[O:15])=[O:14])[CH2:17][CH2:18]1. The catalyst class is: 7.